This data is from Catalyst prediction with 721,799 reactions and 888 catalyst types from USPTO. The task is: Predict which catalyst facilitates the given reaction. (1) Reactant: [CH:1]1([C:5]2[CH:10]=[CH:9][C:8]([C:11]3[CH:12]=[CH:13][C:14]([NH2:17])=[N:15][CH:16]=3)=[C:7]([F:18])[C:6]=2[O:19]C)[CH2:4][CH2:3][CH2:2]1.B(Br)(Br)Br.C([O-])(O)=O.[Na+]. Product: [CH:1]1([C:5]2[CH:10]=[CH:9][C:8]([C:11]3[CH:12]=[CH:13][C:14]([NH2:17])=[N:15][CH:16]=3)=[C:7]([F:18])[C:6]=2[OH:19])[CH2:2][CH2:3][CH2:4]1. The catalyst class is: 2. (2) Reactant: C(NC(C)C)(C)C.C([Li])CCC.[C:13]([O:16][CH3:17])(=[O:15])[CH3:14].[Br:18][C:19]1[CH:32]=[C:31]2[C:22]([O:23][C@H:24]3[C@H:29]([C:30]2=[N:33][S:34]([C:36]([CH3:39])([CH3:38])[CH3:37])=[O:35])[CH2:28][CH2:27][C:26]2([O:43][CH2:42][CH2:41][O:40]2)[CH2:25]3)=[CH:21][CH:20]=1. Product: [Br:18][C:19]1[CH:32]=[C:31]2[C:22]([O:23][CH:24]3[CH:29]([C:30]2([CH2:14][C:13]([O:16][CH3:17])=[O:15])[NH:33][S:34]([C:36]([CH3:37])([CH3:38])[CH3:39])=[O:35])[CH2:28][CH2:27][C:26]2([O:43][CH2:42][CH2:41][O:40]2)[CH2:25]3)=[CH:21][CH:20]=1. The catalyst class is: 1.